Dataset: Forward reaction prediction with 1.9M reactions from USPTO patents (1976-2016). Task: Predict the product of the given reaction. (1) Given the reactants Br[C:2]1[CH:3]=[C:4]2[C:8]3=[C:9]([CH2:11][CH2:12][N:7]3[C@@H:6]3[CH2:13][CH2:14][N:15]([C:17]([O:19][C:20]([CH3:23])([CH3:22])[CH3:21])=[O:18])[CH2:16][C@H:5]23)[CH:10]=1.[CH3:24][O:25][C:26]1[CH:31]=[C:30]([O:32][CH3:33])[CH:29]=[CH:28][C:27]=1B(O)O, predict the reaction product. The product is: [CH3:24][O:25][C:26]1[CH:31]=[C:30]([O:32][CH3:33])[CH:29]=[CH:28][C:27]=1[C:2]1[CH:3]=[C:4]2[C:8]3=[C:9]([CH2:11][CH2:12][N:7]3[C@@H:6]3[CH2:13][CH2:14][N:15]([C:17]([O:19][C:20]([CH3:21])([CH3:22])[CH3:23])=[O:18])[CH2:16][C@H:5]23)[CH:10]=1. (2) Given the reactants C(Cl)Cl.[CH2:4]([O:10][CH2:11][CH2:12][OH:13])[CH2:5][O:6][CH2:7][CH2:8][OH:9].CCN(CC)CC.[CH3:21][S:22](Cl)(=[O:24])=[O:23], predict the reaction product. The product is: [CH3:21][S:22]([O:9][CH2:8][CH2:7][O:6][CH2:5][CH2:4][O:10][CH2:11][CH2:12][OH:13])(=[O:24])=[O:23]. (3) Given the reactants [CH2:1]([N:3]1[CH:7]=[C:6]([C:8](O)=[O:9])[C:5]([NH:11][S:12]([C:15]2[CH:20]=[CH:19][C:18]([O:21][CH2:22][C:23]3[N:24]=[C:25]([C:29]4[CH:34]=[CH:33][CH:32]=[CH:31][CH:30]=4)[O:26][C:27]=3[CH3:28])=[CH:17][CH:16]=2)(=[O:14])=[O:13])=[N:4]1)[CH3:2].[CH3:35][CH2:36][N:37]=C=NCCCN(C)C.Cl.ON1C2C=CC=CC=2N=N1.Cl.C(N)C, predict the reaction product. The product is: [CH2:36]([NH:37][C:8]([C:6]1[C:5]([NH:11][S:12]([C:15]2[CH:20]=[CH:19][C:18]([O:21][CH2:22][C:23]3[N:24]=[C:25]([C:29]4[CH:34]=[CH:33][CH:32]=[CH:31][CH:30]=4)[O:26][C:27]=3[CH3:28])=[CH:17][CH:16]=2)(=[O:13])=[O:14])=[N:4][N:3]([CH2:1][CH3:2])[CH:7]=1)=[O:9])[CH3:35]. (4) Given the reactants [Cl:1][C:2]1[CH:3]=[C:4]2[C:9](=[CH:10][C:11]=1[O:12][C:13]1[CH:18]=[CH:17][C:16]([C:19](=[O:32])[NH:20][C:21]3[CH:30]=[N:29][C:28]4[C:23](=[CH:24][CH:25]=[C:26]([Cl:31])[CH:27]=4)[N:22]=3)=[CH:15][CH:14]=1)[O:8][CH2:7][CH2:6][CH:5]2[C:33]([O:35]CC)=[O:34].[OH-].[Na+].C(O)C, predict the reaction product. The product is: [Cl:1][C:2]1[CH:3]=[C:4]2[C:9](=[CH:10][C:11]=1[O:12][C:13]1[CH:14]=[CH:15][C:16]([C:19](=[O:32])[NH:20][C:21]3[CH:30]=[N:29][C:28]4[C:23](=[CH:24][CH:25]=[C:26]([Cl:31])[CH:27]=4)[N:22]=3)=[CH:17][CH:18]=1)[O:8][CH2:7][CH2:6][CH:5]2[C:33]([OH:35])=[O:34]. (5) Given the reactants Cl[C:2]1[C:3]2[S:20][C:19]([NH2:21])=[N:18][C:4]=2[N:5]=[C:6]([S:8][CH2:9][C:10]2[CH:15]=[CH:14][CH:13]=[C:12]([F:16])[C:11]=2[F:17])[N:7]=1.Cl.[NH2:23][C@H:24]([CH3:28])[C:25]([NH2:27])=[O:26], predict the reaction product. The product is: [NH2:21][C:19]1[S:20][C:3]2[C:2]([NH:23][C@H:24]([CH3:28])[C:25]([NH2:27])=[O:26])=[N:7][C:6]([S:8][CH2:9][C:10]3[CH:15]=[CH:14][CH:13]=[C:12]([F:16])[C:11]=3[F:17])=[N:5][C:4]=2[N:18]=1. (6) Given the reactants N1CCCC1.C(=O)([O-])N.[CH2:10]([NH:12][C:13]([N:15]1[C:23]2[C:18](=[CH:19][C:20]([O:24][C:25]3[CH:30]=[CH:29][N:28]=[C:27]([NH:31][C:32]([N:34]4[CH2:39]C[CH:37](N5CCCC5)[CH2:36][CH2:35]4)=[O:33])[CH:26]=3)=[CH:21][CH:22]=2)[CH:17]=[CH:16]1)=[O:14])[CH3:11], predict the reaction product. The product is: [CH2:10]([NH:12][C:13]([N:15]1[C:23]2[C:18](=[CH:19][C:20]([O:24][C:25]3[CH:30]=[CH:29][N:28]=[C:27]([NH:31][C:32]([N:34]4[CH2:39][CH2:37][CH2:36][CH2:35]4)=[O:33])[CH:26]=3)=[CH:21][CH:22]=2)[CH:17]=[CH:16]1)=[O:14])[CH3:11]. (7) Given the reactants O[CH2:2][C@H:3]1[CH2:8][CH2:7][CH2:6][CH2:5][N:4]1[CH2:9][CH2:10][C:11]1[CH:16]=[CH:15][C:14]2[O:17][CH2:18][O:19][C:13]=2[CH:12]=1.C(N(CC)CC)C.CS([Cl:31])(=O)=O.C(=O)([O-])O.[Na+], predict the reaction product. The product is: [Cl:31][C@@H:6]1[CH2:7][CH2:8][CH2:2][CH2:3][N:4]([CH2:9][CH2:10][C:11]2[CH:16]=[CH:15][C:14]3[O:17][CH2:18][O:19][C:13]=3[CH:12]=2)[CH2:5]1. (8) Given the reactants [NH2:1][C:2]1[NH:6][N:5]=[C:4]([OH:7])[C:3]=1[C:8]1[CH:9]=[N:10][CH:11]=[CH:12][CH:13]=1.[O:14]1[C:18]2[CH:19]=[CH:20][C:21]([C:23](=O)[CH2:24][C:25](OCC)=[O:26])=[CH:22][C:17]=2[O:16][CH2:15]1, predict the reaction product. The product is: [O:14]1[C:18]2[CH:19]=[CH:20][C:21]([C:23]3[NH:1][C:2]4[N:6]([N:5]=[C:4]([OH:7])[C:3]=4[C:8]4[CH:9]=[N:10][CH:11]=[CH:12][CH:13]=4)[C:25](=[O:26])[CH:24]=3)=[CH:22][C:17]=2[O:16][CH2:15]1.